Dataset: Retrosynthesis with 50K atom-mapped reactions and 10 reaction types from USPTO. Task: Predict the reactants needed to synthesize the given product. Given the product CC(C)N1CCC(NS(=O)(=O)C[C@H](COCc2ccccc2)NC(=O)OCc2ccccc2)CC1, predict the reactants needed to synthesize it. The reactants are: CC(C)N1CCC(N)CC1.O=C(N[C@@H](COCc1ccccc1)CS(=O)(=O)Cl)OCc1ccccc1.